Dataset: Full USPTO retrosynthesis dataset with 1.9M reactions from patents (1976-2016). Task: Predict the reactants needed to synthesize the given product. (1) Given the product [O:15]=[C:16]1[C:25]2[C:20](=[CH:21][CH:22]=[CH:23][CH:24]=2)[C:19]2[CH2:2][C:3]3[CH:4]=[C:5]([C:6]([O:8][CH3:9])=[O:7])[CH:10]=[CH:11][C:12]=3[C:13]=2[NH:14]1, predict the reactants needed to synthesize it. The reactants are: Br[CH2:2][C:3]1[CH:4]=[C:5]([CH:10]=[CH:11][C:12]=1[C:13]#[N:14])[C:6]([O:8][CH3:9])=[O:7].[O:15]=[C:16]1[C:25]2[C:20](=[CH:21][CH:22]=[CH:23][CH:24]=2)[C:19]2[CH2:19][C:20]3[C:25]([C:16](OC)=[O:15])=[CH:24][CH:23]=[CH:22][C:21]=3C=2N1. (2) Given the product [NH2:12][C:13]1[C:14]([C:20]([NH:23][C:24]2[CH:47]=[CH:46][CH:45]=[CH:44][C:25]=2[O:26][CH2:27][CH2:28][O:29][CH2:30][CH2:31][O:32][CH2:33][CH2:34][N:35]([CH3:43])[C:36](=[O:42])[O:37][C:38]([CH3:39])([CH3:40])[CH3:41])=[O:22])=[N:15][C:16]([Br:19])=[CH:17][N:18]=1, predict the reactants needed to synthesize it. The reactants are: CCN=C=NCCCN(C)C.[NH2:12][C:13]1[C:14]([C:20]([OH:22])=O)=[N:15][C:16]([Br:19])=[CH:17][N:18]=1.[NH2:23][C:24]1[CH:47]=[CH:46][CH:45]=[CH:44][C:25]=1[O:26][CH2:27][CH2:28][O:29][CH2:30][CH2:31][O:32][CH2:33][CH2:34][N:35]([CH3:43])[C:36](=[O:42])[O:37][C:38]([CH3:41])([CH3:40])[CH3:39].OC1C2N=NNC=2C=CC=1. (3) The reactants are: C([O:3][C:4]([C:6]1[C:7]([C:20]2[CH:25]=[CH:24][CH:23]=[CH:22][CH:21]=2)=[N:8][O:9][C:10]=1[C:11]([CH3:19])([CH3:18])[O:12][SiH2:13][C:14]([CH3:17])([CH3:16])[CH3:15])=O)C.[BH4-].[Li+].[C@H](O)(C([O-])=O)[C@@H](O)C([O-])=O.[Na+].[K+]. Given the product [C:14]([SiH2:13][O:12][C:11]([CH3:19])([CH3:18])[C:10]1[O:9][N:8]=[C:7]([C:20]2[CH:21]=[CH:22][CH:23]=[CH:24][CH:25]=2)[C:6]=1[CH2:4][OH:3])([CH3:17])([CH3:15])[CH3:16], predict the reactants needed to synthesize it. (4) Given the product [CH3:27][N:28]1[CH2:33][CH2:32][N:31]([CH2:34][C:35]([N:37]([C:39]2[CH:40]=[CH:41][C:42]([NH:43]/[C:16](=[C:6]3\[C:5](=[O:26])[NH:4][C:12]4[C:7]\3=[CH:8][C:9]([N+:13]([O-:15])=[O:14])=[CH:10][CH:11]=4)/[C:17]3[CH:22]=[CH:21][CH:20]=[CH:19][CH:18]=3)=[CH:44][CH:45]=2)[CH3:38])=[O:36])[CH2:30][CH2:29]1, predict the reactants needed to synthesize it. The reactants are: C([N:4]1[C:12]2[C:7](=[CH:8][C:9]([N+:13]([O-:15])=[O:14])=[CH:10][CH:11]=2)[C:6](=[C:16](OCC)[C:17]2[CH:22]=[CH:21][CH:20]=[CH:19][CH:18]=2)[C:5]1=[O:26])(=O)C.[CH3:27][N:28]1[CH2:33][CH2:32][N:31]([CH2:34][C:35]([N:37]([C:39]2[CH:45]=[CH:44][C:42]([NH2:43])=[CH:41][CH:40]=2)[CH3:38])=[O:36])[CH2:30][CH2:29]1.[OH-].[Na+]. (5) Given the product [OH:7][CH2:6][C:5]1[CH:4]=[C:3]([CH:12]=[CH:11][C:10]=1[CH:8]([C:28]1[CH:29]=[CH:30][C:25]([F:24])=[CH:26][CH:27]=1)[OH:9])[C:1]#[N:2], predict the reactants needed to synthesize it. The reactants are: [C:1]([C:3]1[CH:4]=[C:5]2[C:10](=[CH:11][CH:12]=1)[C:8](=[O:9])[O:7][CH2:6]2)#[N:2].BrC1C=C2C(=CC=1)C(=O)OC2.[F:24][C:25]1[CH:30]=[CH:29][C:28](Br)=[CH:27][CH:26]=1.[Mg].[BH4-].[Na+].[H-].[H-].[H-].[H-].[Li+].[Al+3]. (6) Given the product [CH2:1]([O:5][C:6]12[CH2:13][CH:9]([CH2:10][CH2:11]1)[CH:8]=[CH:7]2)[CH:2]1[O:4][CH2:3]1, predict the reactants needed to synthesize it. The reactants are: [CH2:1]([O:5][CH2:6][CH:7]=[CH2:8])[CH:2]1[O:4][CH2:3]1.[CH2:9]1[CH:13]2C3[CH:11]=[CH:10][CH:9](C2[CH:11]=[CH:10]1)[CH2:13]3. (7) Given the product [Br:1][C:2]1[CH:15]=[CH:14][C:13]2[C:4](=[C:5]([Cl:24])[C:6]3[C:11]([N:12]=2)=[CH:10][CH:9]=[CH:8][CH:7]=3)[CH:3]=1, predict the reactants needed to synthesize it. The reactants are: [Br:1][C:2]1[CH:15]=[CH:14][C:13]2[NH:12][C:11]3[C:6](=[CH:7][CH:8]=[CH:9][CH:10]=3)[C:5](=O)[C:4]=2[CH:3]=1.CN(C=O)C.S(Cl)([Cl:24])=O.